From a dataset of Peptide-MHC class I binding affinity with 185,985 pairs from IEDB/IMGT. Regression. Given a peptide amino acid sequence and an MHC pseudo amino acid sequence, predict their binding affinity value. This is MHC class I binding data. (1) The peptide sequence is GLYEAIEEC. The MHC is HLA-A11:01 with pseudo-sequence HLA-A11:01. The binding affinity (normalized) is 0.0847. (2) The peptide sequence is IIVNNQESNK. The MHC is HLA-A11:01 with pseudo-sequence HLA-A11:01. The binding affinity (normalized) is 0.225. (3) The peptide sequence is IQKLVGVL. The MHC is Mamu-A07 with pseudo-sequence Mamu-A07. The binding affinity (normalized) is 0.133. (4) The peptide sequence is EYYFRNEVF. The MHC is HLA-B15:01 with pseudo-sequence HLA-B15:01. The binding affinity (normalized) is 0.225. (5) The peptide sequence is DEDNPYKTW. The MHC is HLA-B44:02 with pseudo-sequence HLA-B44:02. The binding affinity (normalized) is 0.422. (6) The binding affinity (normalized) is 0.140. The MHC is HLA-A26:01 with pseudo-sequence HLA-A26:01. The peptide sequence is GPDDQIGYY.